Task: Predict the product of the given reaction.. Dataset: Forward reaction prediction with 1.9M reactions from USPTO patents (1976-2016) (1) Given the reactants [C:1]([C:4]1[CH:5]=[N:6][C:7]2[C:12]([C:13]=1[NH:14][C:15]1[CH:16]=[CH:17][C:18]([N:21]3[CH2:26][CH2:25][CH2:24][C@H:23]([NH:27][C:28](=[O:34])[O:29][C:30]([CH3:33])([CH3:32])[CH3:31])[CH2:22]3)=[N:19][CH:20]=1)=[N:11][C:10](Cl)=[CH:9][CH:8]=2)(=[O:3])[CH3:2].[Cl:36][C:37]1[CH:42]=[C:41](B2OC(C)(C)C(C)(C)O2)[CH:40]=[C:39]([F:52])[C:38]=1[OH:53], predict the reaction product. The product is: [C:1]([C:4]1[CH:5]=[N:6][C:7]2[C:12]([C:13]=1[NH:14][C:15]1[CH:16]=[CH:17][C:18]([N:21]3[CH2:26][CH2:25][CH2:24][C@H:23]([NH:27][C:28](=[O:34])[O:29][C:30]([CH3:31])([CH3:33])[CH3:32])[CH2:22]3)=[N:19][CH:20]=1)=[N:11][C:10]([C:41]1[CH:40]=[C:39]([F:52])[C:38]([OH:53])=[C:37]([Cl:36])[CH:42]=1)=[CH:9][CH:8]=2)(=[O:3])[CH3:2]. (2) Given the reactants C[O:2][C:3](=O)[C:4]1[CH:9]=[CH:8][C:7]([NH:10][C:11]2[CH:12]=[N:13][C:14]([O:17][CH3:18])=[CH:15][CH:16]=2)=[N:6][C:5]=1[F:19].[AlH4-].[Li+].O.O.O.O.O.O.O.O.O.O.S([O-])([O-])(=O)=O.[Na+].[Na+], predict the reaction product. The product is: [F:19][C:5]1[C:4]([CH2:3][OH:2])=[CH:9][CH:8]=[C:7]([NH:10][C:11]2[CH:12]=[N:13][C:14]([O:17][CH3:18])=[CH:15][CH:16]=2)[N:6]=1.